From a dataset of Catalyst prediction with 721,799 reactions and 888 catalyst types from USPTO. Predict which catalyst facilitates the given reaction. (1) Reactant: [SH:1][C:2]1[O:3][C:4]2[CH:10]=[CH:9][CH:8]=[CH:7][C:5]=2[N:6]=1.C([O-])([O-])=O.[K+].[K+].Br[CH2:18][CH2:19][CH2:20][CH2:21][CH2:22][CH2:23][CH2:24][CH2:25][N:26]1C(=O)C2=CC=CC=C2C1=O. Product: [O:3]1[C:4]2[CH:10]=[CH:9][CH:8]=[CH:7][C:5]=2[N:6]=[C:2]1[S:1][CH2:18][CH2:19][CH2:20][CH2:21][CH2:22][CH2:23][CH2:24][CH2:25][NH2:26]. The catalyst class is: 3. (2) Reactant: [CH:1]1([N:7]=[C:8]=[N:9][CH:10]2[CH2:15][CH2:14][CH2:13][CH2:12][CH2:11]2)[CH2:6][CH2:5][CH2:4][CH2:3][CH2:2]1.[OH2:16]. Product: [C:8]([NH:7][CH:1]1[CH2:2][CH2:3][CH2:4][CH2:5][CH2:6]1)([NH:9][CH:10]1[CH2:15][CH2:14][CH2:13][CH2:12][CH2:11]1)=[O:16]. The catalyst class is: 3. (3) Reactant: [CH2:1]([O:3][C:4]([C:6]1[CH:11]=[C:10]([OH:12])[CH:9]=[C:8]([C:13]([O:15][CH2:16][CH3:17])=[O:14])[N:7]=1)=[O:5])[CH3:2].C(=O)([O-])[O-].[K+].[K+].[CH2:24](Br)[C:25]1[CH:30]=[CH:29][CH:28]=[CH:27][CH:26]=1.O. Product: [CH2:1]([O:3][C:4]([C:6]1[CH:11]=[C:10]([O:12][CH2:24][C:25]2[CH:30]=[CH:29][CH:28]=[CH:27][CH:26]=2)[CH:9]=[C:8]([C:13]([O:15][CH2:16][CH3:17])=[O:14])[N:7]=1)=[O:5])[CH3:2]. The catalyst class is: 9. (4) Reactant: [CH:1]1([NH:4][C:5](=[O:41])[C:6]2[CH:11]=[CH:10][C:9]([C:12]3[CH:13]=[N:14][N:15]4[C:20]([N:21](CC5C=CC(OC)=CC=5)[CH2:22][CH:23]5[CH2:28][CH2:27][O:26][CH2:25][CH2:24]5)=[N:19][C:18]([S:38][CH3:39])=[N:17][C:16]=34)=[CH:8][C:7]=2[CH3:40])[CH2:3][CH2:2]1. Product: [CH:1]1([NH:4][C:5](=[O:41])[C:6]2[CH:11]=[CH:10][C:9]([C:12]3[CH:13]=[N:14][N:15]4[C:20]([NH:21][CH2:22][CH:23]5[CH2:28][CH2:27][O:26][CH2:25][CH2:24]5)=[N:19][C:18]([S:38][CH3:39])=[N:17][C:16]=34)=[CH:8][C:7]=2[CH3:40])[CH2:2][CH2:3]1. The catalyst class is: 157.